This data is from Reaction yield outcomes from USPTO patents with 853,638 reactions. The task is: Predict the reaction yield, written as a fraction of the theoretical maximum amount of product (1.0 means a 100% yield; for example, 0.34 means a 34% yield). (1) The product is [F:22][C:18]1[CH:17]=[C:16]([CH:21]=[CH:20][CH:19]=1)[CH2:15][O:14][C:11]1[CH:12]=[CH:13][C:8]([NH:7][C:5](=[O:6])[CH2:4][C:3]([NH2:26])=[O:2])=[C:9]([OH:23])[CH:10]=1. The reactants are C[O:2][C:3](=O)[CH2:4][C:5]([NH:7][C:8]1[CH:13]=[CH:12][C:11]([O:14][CH2:15][C:16]2[CH:21]=[CH:20][CH:19]=[C:18]([F:22])[CH:17]=2)=[CH:10][C:9]=1[OH:23])=[O:6].[OH-].[NH4+:26]. No catalyst specified. The yield is 0.230. (2) The reactants are [Cl:1][C:2]1[CH:7]=[C:6]([Cl:8])[CH:5]=[CH:4][C:3]=1[NH:9][C:10]1[N:14]([CH2:15][CH2:16][CH2:17]O)[C:13]2[C:19]([C:23]([O:25][CH3:26])=[O:24])=[CH:20][CH:21]=[CH:22][C:12]=2[N:11]=1.CS(Cl)(=O)=O.C(=O)([O-])[O-].[K+].[K+]. The catalyst is O1CCCC1.C(N(CC)CC)C.C(=O)([O-])O.[Na+].CN(C)C=O.O. The product is [Cl:1][C:2]1[CH:7]=[C:6]([Cl:8])[CH:5]=[CH:4][C:3]=1[N:9]1[C:10]2=[N:11][C:12]3[C:13](=[C:19]([C:23]([O:25][CH3:26])=[O:24])[CH:20]=[CH:21][CH:22]=3)[N:14]2[CH2:15][CH2:16][CH2:17]1. The yield is 0.730. (3) The reactants are [N:1]1[CH:6]=[CH:5][CH:4]=[CH:3][C:2]=1[C:7]1[N:11]=[C:10]([C:12]2[CH:17]=[C:16](Br)[CH:15]=[CH:14][C:13]=2[F:19])[O:9][N:8]=1. The catalyst is O1CCCC1.C1C=CC([P]([Pd]([P](C2C=CC=CC=2)(C2C=CC=CC=2)C2C=CC=CC=2)([P](C2C=CC=CC=2)(C2C=CC=CC=2)C2C=CC=CC=2)[P](C2C=CC=CC=2)(C2C=CC=CC=2)C2C=CC=CC=2)(C2C=CC=CC=2)C2C=CC=CC=2)=CC=1. The product is [N:1]1[CH:6]=[CH:5][CH:4]=[CH:3][C:2]=1[C:7]1[N:11]=[C:10]([C:12]2[CH:17]=[C:16]([C:2]3[CH:3]=[CH:4][CH:5]=[CH:6][N:1]=3)[CH:15]=[CH:14][C:13]=2[F:19])[O:9][N:8]=1. The yield is 0.110. (4) The reactants are Cl[CH2:2][CH2:3][O:4][C:5]1[C:13]2[C:8](=[N:9][CH:10]=[N:11][C:12]=2[NH:14][C:15]2[CH:20]=[CH:19][C:18]([O:21][C:22]3[CH:23]=[N:24][C:25]([CH3:28])=[CH:26][CH:27]=3)=[C:17]([CH3:29])[CH:16]=2)[NH:7][N:6]=1.[NH:30]1[CH2:35][CH2:34][O:33][CH2:32][CH2:31]1. No catalyst specified. The product is [CH3:29][C:17]1[CH:16]=[C:15]([NH:14][C:12]2[N:11]=[CH:10][N:9]=[C:8]3[NH:7][N:6]=[C:5]([O:4][CH2:3][CH2:2][N:30]4[CH2:35][CH2:34][O:33][CH2:32][CH2:31]4)[C:13]=23)[CH:20]=[CH:19][C:18]=1[O:21][C:22]1[CH:23]=[N:24][C:25]([CH3:28])=[CH:26][CH:27]=1. The yield is 0.0900. (5) The reactants are IC1C=CC([C:8]2[CH:13]=[CH:12][CH:11]=[CH:10][C:9]=2[N:14](C(=O)C)[C:15]2[CH:20]=[CH:19][CH:18]=[CH:17][CH:16]=2)=CC=1.[C:24]([C:28]1[CH:33]=[CH:32][C:31]([NH:34][C:35]2[CH:40]=[CH:39][C:38]([C:41]([CH3:44])([CH3:43])[CH3:42])=[CH:37][CH:36]=2)=[CH:30][CH:29]=1)([CH3:27])([CH3:26])[CH3:25].C(=O)([O-])[O-].[K+].[K+].[CH3:57][CH2:58][CH2:59][CH2:60][CH2:61][CH2:62][CH2:57][CH2:58][CH2:59][CH2:60][CH2:61][CH3:62].[OH-].[K+]. The product is [C:41]([C:38]1[CH:37]=[CH:36][C:35]([N:34]([C:31]2[CH:32]=[CH:33][C:28]([C:24]([CH3:27])([CH3:26])[CH3:25])=[CH:29][CH:30]=2)[C:57]2[CH:58]=[CH:59][C:60]([C:18]3[CH:17]=[CH:16][C:15]([NH:14][C:9]4[CH:8]=[CH:13][CH:12]=[CH:11][CH:10]=4)=[CH:20][CH:19]=3)=[CH:61][CH:62]=2)=[CH:40][CH:39]=1)([CH3:44])([CH3:43])[CH3:42]. The catalyst is C(O)CC(C)C.[Cu].O. The yield is 0.755. (6) The reactants are [NH2:1][C:2]1[CH:7]=[CH:6][CH:5]=[CH:4][C:3]=1[NH:8][CH:9]1[CH2:14][CH2:13][N:12]([C:15]([O:17][CH2:18][C@@H:19]([N:21]([CH2:29][C:30]2[CH:35]=[CH:34][CH:33]=[CH:32][CH:31]=2)[CH2:22][C:23]2[CH:28]=[CH:27][CH:26]=[CH:25][CH:24]=2)[CH3:20])=[O:16])[CH2:11][CH2:10]1.[N:36]1(C(N2C=CN=C2)=N)C=CN=[CH:37]1. The catalyst is C1COCC1. The product is [NH2:36][C:37]1[N:8]([CH:9]2[CH2:10][CH2:11][N:12]([C:15]([O:17][CH2:18][C@@H:19]([N:21]([CH2:29][C:30]3[CH:31]=[CH:32][CH:33]=[CH:34][CH:35]=3)[CH2:22][C:23]3[CH:28]=[CH:27][CH:26]=[CH:25][CH:24]=3)[CH3:20])=[O:16])[CH2:13][CH2:14]2)[C:3]2[CH:4]=[CH:5][CH:6]=[CH:7][C:2]=2[N:1]=1. The yield is 0.200. (7) The product is [O:19]=[C:18]([CH3:20])[C:17](=[N:12][NH:6][C:5]1[CH:7]=[CH:8][CH:9]=[C:3]([C:2]([F:10])([F:11])[F:1])[CH:4]=1)[C:16]([O:22][CH3:23])=[O:21]. The reactants are [F:1][C:2]([F:11])([F:10])[C:3]1[CH:4]=[C:5]([CH:7]=[CH:8][CH:9]=1)[NH2:6].[N:12]([O-])=O.[Na+].[C:16]([O:22][CH3:23])(=[O:21])[CH2:17][C:18]([CH3:20])=[O:19].C([O-])(=O)C.[Na+]. The catalyst is Cl.O.C(O)C. The yield is 0.690. (8) The reactants are [CH3:1][O:2][C:3]1[CH:4]=[C:5]([NH:15][C:16]2[N:25]=[CH:24][C:23]3[CH2:22][CH2:21][CH2:20][CH:19](OS(C)(=O)=O)[C:18]=3[N:17]=2)[CH:6]=[CH:7][C:8]=1[N:9]1[CH:13]=[C:12]([CH3:14])[N:11]=[CH:10]1.[NH:31]1[CH2:35][CH2:34][CH2:33][CH2:32]1.C(N(CC)CC)C. The catalyst is O1CCCC1.CN(C)C=O. The product is [CH3:1][O:2][C:3]1[CH:4]=[C:5]([NH:15][C:16]2[N:25]=[CH:24][C:23]3[CH2:22][CH2:21][CH2:20][CH:19]([N:31]4[CH2:35][CH2:34][CH2:33][CH2:32]4)[C:18]=3[N:17]=2)[CH:6]=[CH:7][C:8]=1[N:9]1[CH:13]=[C:12]([CH3:14])[N:11]=[CH:10]1. The yield is 0.420. (9) The reactants are [CH2:1]([O:3][C:4](=[O:18])[C:5]1[C:10]([N+:11]([O-:13])=[O:12])=[CH:9][CH:8]=[C:7]([CH3:14])[C:6]=1[N+:15]([O-:17])=[O:16])[CH3:2].CO[CH:21]([N:24]([CH3:26])[CH3:25])OC. The catalyst is CN(C=O)C. The product is [CH2:1]([O:3][C:4](=[O:18])[C:5]1[C:10]([N+:11]([O-:13])=[O:12])=[CH:9][CH:8]=[C:7]([CH:14]=[CH:21][N:24]([CH3:26])[CH3:25])[C:6]=1[N+:15]([O-:17])=[O:16])[CH3:2]. The yield is 0.580.